This data is from CYP3A4 inhibition data for predicting drug metabolism from PubChem BioAssay. The task is: Regression/Classification. Given a drug SMILES string, predict its absorption, distribution, metabolism, or excretion properties. Task type varies by dataset: regression for continuous measurements (e.g., permeability, clearance, half-life) or binary classification for categorical outcomes (e.g., BBB penetration, CYP inhibition). Dataset: cyp3a4_veith. (1) The drug is O=C(NCc1ccc(Cl)cc1)c1cnccn1. The result is 0 (non-inhibitor). (2) The result is 0 (non-inhibitor). The compound is O=C1Nc2ccc(F)cc2C12SCCS2. (3) The compound is COc1ccccc1N(CC(=O)NCC1CCCO1)C(=O)CNS(=O)(=O)c1ccc(C)cc1. The result is 1 (inhibitor). (4) The compound is O=C(CCc1nc2ccccc2c(=O)[nH]1)OCC(=O)N1CCN(S(=O)(=O)c2ccccc2)CC1. The result is 1 (inhibitor). (5) The drug is C=C(C)c1cccc(C(C)(C)NC(=O)N2CCN(C/C=C/c3ccccc3)CC2)c1. The result is 0 (non-inhibitor). (6) The drug is Nc1ccc(N=Nc2c(S(=O)(=O)O)cc3ccccc3c2S(=O)(=O)O)cc1. The result is 0 (non-inhibitor). (7) The molecule is CC(Oc1ccc(Cl)cc1)C(=O)/C=C/N(C)C. The result is 0 (non-inhibitor).